This data is from Reaction yield outcomes from USPTO patents with 853,638 reactions. The task is: Predict the reaction yield, written as a fraction of the theoretical maximum amount of product (1.0 means a 100% yield; for example, 0.34 means a 34% yield). (1) The reactants are [CH2:1]([O:8][C:9]([CH2:11][N:12]1[C:17]([C:18]2[CH:23]=[CH:22][CH:21]=[C:20](N)[CH:19]=2)=[C:16]([Cl:25])[N:15]=[C:14]([Cl:26])[C:13]1=[O:27])=[O:10])[C:2]1[CH:7]=[CH:6][CH:5]=[CH:4][CH:3]=1.[CH2:28]=O.[BH3-][C:31]#[N:32].[Na+]. The catalyst is C(#N)C.C(OCC)C.C(O)(=O)C.ClCCl. The product is [CH2:1]([O:8][C:9]([CH2:11][N:12]1[C:17]([C:18]2[CH:23]=[CH:22][CH:21]=[C:20]([N:32]([CH3:31])[CH3:28])[CH:19]=2)=[C:16]([Cl:25])[N:15]=[C:14]([Cl:26])[C:13]1=[O:27])=[O:10])[C:2]1[CH:7]=[CH:6][CH:5]=[CH:4][CH:3]=1. The yield is 0.820. (2) The reactants are [C:1]([NH:4][NH:5][C:6]([C:8]1[CH:9]=[N:10][N:11]2[CH:16]=[CH:15][C:14]([N:17]3[CH2:21][CH2:20][CH2:19][CH:18]3[C:22]3[CH:23]=[N:24][CH:25]=[C:26]([F:28])[CH:27]=3)=[N:13][C:12]=12)=O)(=O)[CH3:2].P12(SP3(SP(SP(S3)(S1)=S)(=S)S2)=S)=[S:30].C([O-])([O-])=O.[Na+].[Na+]. The catalyst is COCCOCCOC. The product is [F:28][C:26]1[CH:27]=[C:22]([CH:18]2[CH2:19][CH2:20][CH2:21][N:17]2[C:14]2[CH:15]=[CH:16][N:11]3[N:10]=[CH:9][C:8]([C:6]4[S:30][C:1]([CH3:2])=[N:4][N:5]=4)=[C:12]3[N:13]=2)[CH:23]=[N:24][CH:25]=1. The yield is 0.720. (3) The reactants are [Br:1][C:2]1[CH:3]=[C:4]([C:9]2[O:13][N:12]=[CH:11][C:10]=2[C:14](OCC)=[O:15])[CH:5]=[CH:6][C:7]=1[Cl:8].[H-].C([Al+]CC(C)C)C(C)C.Cl. The catalyst is O1CCCC1. The product is [Br:1][C:2]1[CH:3]=[C:4]([C:9]2[O:13][N:12]=[CH:11][C:10]=2[CH2:14][OH:15])[CH:5]=[CH:6][C:7]=1[Cl:8]. The yield is 0.940. (4) The reactants are [OH:1][C:2]([C:5]1[N:10]=[CH:9][C:8]([C:11]([O-:13])=O)=[CH:7][CH:6]=1)([CH3:4])[CH3:3].[Li+].C1C=CC2N(O)N=NC=2C=1.CN(C(ON1N=NC2C=CC=CC1=2)=[N+](C)C)C.F[P-](F)(F)(F)(F)F.[NH:49]1[CH2:52][CH:51]([C:53]([N:55]2[CH2:61][CH2:60][CH2:59][N:58]([CH:62]3[CH2:65][CH2:64][CH2:63]3)[CH2:57][CH2:56]2)=[O:54])[CH2:50]1. The catalyst is CN(C=O)C. The product is [CH:62]1([N:58]2[CH2:59][CH2:60][CH2:61][N:55]([C:53]([CH:51]3[CH2:50][N:49]([C:11]([C:8]4[CH:7]=[CH:6][C:5]([C:2]([OH:1])([CH3:3])[CH3:4])=[N:10][CH:9]=4)=[O:13])[CH2:52]3)=[O:54])[CH2:56][CH2:57]2)[CH2:65][CH2:64][CH2:63]1. The yield is 0.0120.